Dataset: Full USPTO retrosynthesis dataset with 1.9M reactions from patents (1976-2016). Task: Predict the reactants needed to synthesize the given product. Given the product [CH2:18]([CH:17]([C:16]1[C:11]2[N:12]([C:8]([C:5]3[N:6]([CH3:7])[C:2]([C:27]4[S:28][CH:29]=[CH:30][C:26]=4[CH3:25])=[CH:3][CH:4]=3)=[C:9]([CH3:23])[N:10]=2)[N:13]=[C:14]([CH3:22])[CH:15]=1)[CH2:20][CH3:21])[CH3:19], predict the reactants needed to synthesize it. The reactants are: Br[C:2]1[N:6]([CH3:7])[C:5]([C:8]2[N:12]3[N:13]=[C:14]([CH3:22])[CH:15]=[C:16]([CH:17]([CH2:20][CH3:21])[CH2:18][CH3:19])[C:11]3=[N:10][C:9]=2[CH3:23])=[CH:4][CH:3]=1.[Br-].[CH3:25][C:26]1[CH:30]=[CH:29][S:28][C:27]=1[Zn+].[NH4+].[Cl-].